Predict which catalyst facilitates the given reaction. From a dataset of Catalyst prediction with 721,799 reactions and 888 catalyst types from USPTO. Reactant: C(OC(=O)[NH:7][C:8]1[CH:13]=[C:12]([CH3:14])[C:11]([Cl:15])=[CH:10][C:9]=1[NH:16][C:17](=[O:33])[CH2:18][C:19](=O)[C:20]1[CH:25]=[CH:24][CH:23]=[C:22]([C:26]2[CH:31]=[CH:30][N:29]=[N:28][CH:27]=2)[CH:21]=1)(C)(C)C.C(O)(C(F)(F)F)=O. Product: [Cl:15][C:11]1[C:12]([CH3:14])=[CH:13][C:8]2[N:7]=[C:19]([C:20]3[CH:25]=[CH:24][CH:23]=[C:22]([C:26]4[CH:31]=[CH:30][N:29]=[N:28][CH:27]=4)[CH:21]=3)[CH2:18][C:17](=[O:33])[NH:16][C:9]=2[CH:10]=1. The catalyst class is: 2.